From a dataset of Reaction yield outcomes from USPTO patents with 853,638 reactions. Predict the reaction yield, written as a fraction of the theoretical maximum amount of product (1.0 means a 100% yield; for example, 0.34 means a 34% yield). (1) The reactants are [Cl:1][CH2:2][CH2:3][CH2:4][C:5]([C:7]1[CH:12]=[CH:11][C:10]([C:13]([CH3:20])([CH3:19])[C:14]([O:16][CH2:17][CH3:18])=[O:15])=[CH:9][CH:8]=1)=[O:6].[C:21]1([C:27]([C:35]2[CH:40]=[CH:39][CH:38]=[CH:37][CH:36]=2)([CH:29]2[CH2:34][CH2:33][NH:32][CH2:31][CH2:30]2)[OH:28])[CH:26]=[CH:25][CH:24]=[CH:23][CH:22]=1.Cl. The catalyst is C1(C)C(C)=CC=CC=1. The product is [ClH:1].[OH:28][C:27]([C:35]1[CH:40]=[CH:39][CH:38]=[CH:37][CH:36]=1)([C:21]1[CH:22]=[CH:23][CH:24]=[CH:25][CH:26]=1)[CH:29]1[CH2:34][CH2:33][N:32]([CH2:2][CH2:3][CH2:4][C:5]([C:7]2[CH:12]=[CH:11][C:10]([C:13]([CH3:20])([CH3:19])[C:14]([O:16][CH2:17][CH3:18])=[O:15])=[CH:9][CH:8]=2)=[O:6])[CH2:31][CH2:30]1. The yield is 0.700. (2) The reactants are [O:1]1[C:5]2[CH:6]=[CH:7][CH:8]=[CH:9][C:4]=2[CH:3]=[C:2]1[C:10](Cl)=[O:11].[CH3:13][CH2:14][CH2:15][CH:16]([NH2:20])[CH2:17][CH2:18][CH3:19]. No catalyst specified. The product is [CH2:15]([CH:16]([NH:20][C:10]([C:2]1[O:1][C:5]2[CH:6]=[CH:7][CH:8]=[CH:9][C:4]=2[CH:3]=1)=[O:11])[CH2:17][CH2:18][CH3:19])[CH2:14][CH3:13]. The yield is 0.730.